From a dataset of Reaction yield outcomes from USPTO patents with 853,638 reactions. Predict the reaction yield, written as a fraction of the theoretical maximum amount of product (1.0 means a 100% yield; for example, 0.34 means a 34% yield). (1) The reactants are C=CC(O)=O.C(O)C(N)(CO)CO.Cl.COC(C1C=CC(O)=CC=1)=O.[CH:26]1[N:30]([CH2:31][O:32][CH:33]([CH2:36][OH:37])[CH2:34][OH:35])[C:29]2[N:38]=[C:39]([NH2:43])[N:40]=[C:41]([O-:42])[C:28]=2[N:27]=1.[Na+]. No catalyst specified. The product is [CH:26]1[N:30]([CH2:31][O:32][CH:33]([CH2:36][OH:37])[CH2:34][OH:35])[C:29]2[N:38]=[C:39]([NH2:43])[N:40]=[C:41]([OH:42])[C:28]=2[N:27]=1. The yield is 0.0200. (2) The reactants are [CH2:1]([NH:3][C:4]([NH:6][C:7]1[S:8][C:9]2[C:15]([C:16]#[CH:17])=[CH:14][C:13]([C:18]3[CH:19]=[N:20][C:21]([N:24]4[CH2:29][CH2:28][C:27]([CH3:35])([C:30]([O:32]CC)=[O:31])[CH2:26][CH2:25]4)=[N:22][CH:23]=3)=[CH:12][C:10]=2[N:11]=1)=[O:5])[CH3:2].CC(C)([O-])C.[K+].O. The catalyst is CS(C)=O. The product is [CH2:1]([NH:3][C:4]([NH:6][C:7]1[S:8][C:9]2[C:15]([C:16]#[CH:17])=[CH:14][C:13]([C:18]3[CH:23]=[N:22][C:21]([N:24]4[CH2:25][CH2:26][C:27]([CH3:35])([C:30]([OH:32])=[O:31])[CH2:28][CH2:29]4)=[N:20][CH:19]=3)=[CH:12][C:10]=2[N:11]=1)=[O:5])[CH3:2]. The yield is 0.870. (3) The reactants are [Cl:1][C:2]1[CH:3]=[CH:4][C:5]([F:12])=[C:6]([CH:8]([OH:11])[CH2:9][CH3:10])[CH:7]=1.[Cr](Cl)([O-])(=O)=O.[NH+]1C=CC=CC=1. The catalyst is C(Cl)Cl. The product is [Cl:1][C:2]1[CH:3]=[CH:4][C:5]([F:12])=[C:6]([C:8](=[O:11])[CH2:9][CH3:10])[CH:7]=1. The yield is 0.650.